This data is from Reaction yield outcomes from USPTO patents with 853,638 reactions. The task is: Predict the reaction yield, written as a fraction of the theoretical maximum amount of product (1.0 means a 100% yield; for example, 0.34 means a 34% yield). (1) The reactants are [Cl:1][C:2]1[C:6]([N:7]([CH2:18][CH3:19])[C:8](=[O:17])[CH2:9][CH:10]([S:15][CH3:16])[C:11]([F:14])([F:13])[F:12])=[CH:5][N:4]([C:20]2[CH:21]=[N:22][CH:23]=[CH:24][CH:25]=2)[N:3]=1.FC(F)(F)C([OH:33])C(F)(F)F.OO. No catalyst specified. The product is [Cl:1][C:2]1[C:6]([N:7]([CH2:18][CH3:19])[C:8](=[O:17])[CH2:9][CH:10]([S:15]([CH3:16])=[O:33])[C:11]([F:14])([F:13])[F:12])=[CH:5][N:4]([C:20]2[CH:21]=[N:22][CH:23]=[CH:24][CH:25]=2)[N:3]=1. The yield is 0.890. (2) The product is [Cl:1][C:2]1[S:6][C:5]([C:7]([NH:51][C@@H:52]([CH2:65][C:66]2[CH:71]=[CH:70][CH:69]=[C:68]([F:72])[CH:67]=2)[CH2:53][N:54]2[C:62](=[O:63])[C:61]3[C:56](=[CH:57][CH:58]=[CH:59][CH:60]=3)[C:55]2=[O:64])=[O:9])=[CH:4][C:3]=1[C:10]1[N:14]([CH2:15][CH3:16])[N:13]=[CH:12][C:11]=1[CH3:17]. The catalyst is C(Cl)Cl. The reactants are [Cl:1][C:2]1[S:6][C:5]([C:7]([OH:9])=O)=[CH:4][C:3]=1[C:10]1[N:14]([CH2:15][CH3:16])[N:13]=[CH:12][C:11]=1[CH3:17].C1CN([P+](Br)(N2CCCC2)N2CCCC2)CC1.F[P-](F)(F)(F)(F)F.CCN(C(C)C)C(C)C.[NH2:51][C@@H:52]([CH2:65][C:66]1[CH:71]=[CH:70][CH:69]=[C:68]([F:72])[CH:67]=1)[CH2:53][N:54]1[C:62](=[O:63])[C:61]2[C:56](=[CH:57][CH:58]=[CH:59][CH:60]=2)[C:55]1=[O:64]. The yield is 0.790. (3) The reactants are [CH:1]1[C:13]2[CH:12]([CH2:14][O:15][C:16]([NH:18][C@@H:19]([CH:34]([CH3:36])[CH3:35])[C:20]([NH:22][C@@H:23]([CH2:27][CH2:28][CH2:29][NH:30][C:31]([NH2:33])=[O:32])[C:24](O)=[O:25])=[O:21])=[O:17])[C:11]3[C:6](=[CH:7][CH:8]=[CH:9][CH:10]=3)[C:5]=2[CH:4]=[CH:3][CH:2]=1.CCOC1[N:49](C(OCC)=O)[C:48]2[C:43](=[CH:44][CH:45]=[CH:46][CH:47]=2)C=C1.C(Cl)Cl.[CH3:58][OH:59]. No catalyst specified. The product is [OH:59][CH2:58][C:45]1[CH:44]=[CH:43][C:48]([NH:49][C:24](=[O:25])[C@@H:23]([NH:22][C:20](=[O:21])[C@@H:19]([NH:18][C:16](=[O:17])[O:15][CH2:14][CH:12]2[C:11]3[CH:10]=[CH:9][CH:8]=[CH:7][C:6]=3[C:5]3[C:13]2=[CH:1][CH:2]=[CH:3][CH:4]=3)[CH:34]([CH3:36])[CH3:35])[CH2:27][CH2:28][CH2:29][NH:30][C:31]([NH2:33])=[O:32])=[CH:47][CH:46]=1. The yield is 0.770. (4) The reactants are [ClH:1].Cl.CO.[CH3:5][O:6][C:7]1[CH:12]=[CH:11][C:10]([CH2:13][CH2:14][CH:15]([NH2:17])[CH3:16])=[CH:9][CH:8]=1. No catalyst specified. The product is [ClH:1].[CH3:5][O:6][C:7]1[CH:12]=[CH:11][C:10]([CH2:13][CH2:14][CH:15]([NH2:17])[CH3:16])=[CH:9][CH:8]=1. The yield is 0.680. (5) The reactants are [NH2:1][C:2]1[CH:33]=[CH:32][C:5]([CH2:6][NH:7][C:8](=[O:31])[NH:9][CH:10]([CH2:16][C:17]2[CH:22]=[CH:21][CH:20]=[C:19]([O:23]CC3C=CC=CC=3)[CH:18]=2)[C:11]([O:13][CH2:14][CH3:15])=[O:12])=[CH:4][CH:3]=1. The catalyst is CO.[Pd]. The product is [NH2:1][C:2]1[CH:33]=[CH:32][C:5]([CH2:6][NH:7][C:8](=[O:31])[NH:9][CH:10]([CH2:16][C:17]2[CH:22]=[CH:21][CH:20]=[C:19]([OH:23])[CH:18]=2)[C:11]([O:13][CH2:14][CH3:15])=[O:12])=[CH:4][CH:3]=1. The yield is 0.980.